This data is from Catalyst prediction with 721,799 reactions and 888 catalyst types from USPTO. The task is: Predict which catalyst facilitates the given reaction. (1) Reactant: [OH:1][C:2]1[CH:3]=[C:4]([C:18]2([C:22]([O:24][CH3:25])=[O:23])[CH2:21][CH2:20][CH2:19]2)[CH:5]=[C:6]([C:8]2[CH:13]=[CH:12][C:11]([C:14]([F:17])([F:16])[F:15])=[CH:10][CH:9]=2)[CH:7]=1.C([O-])([O-])=O.[K+].[K+].[F:32][C:33]([F:37])([F:36])[CH2:34]I. Product: [F:32][C:33]([F:37])([F:36])[CH2:34][O:1][C:2]1[CH:3]=[C:4]([C:18]2([C:22]([O:24][CH3:25])=[O:23])[CH2:21][CH2:20][CH2:19]2)[CH:5]=[C:6]([C:8]2[CH:13]=[CH:12][C:11]([C:14]([F:15])([F:16])[F:17])=[CH:10][CH:9]=2)[CH:7]=1. The catalyst class is: 3. (2) Reactant: [NH2:1][C:2]1[C:7]([F:8])=[CH:6][N:5]([CH:9]2[CH2:13][CH2:12][CH:11]([OH:14])[CH2:10]2)[C:4](=[O:15])[N:3]=1.CO[CH:18](OC)[N:19]([CH3:21])[CH3:20]. Product: [F:8][C:7]1[C:2]([N:1]=[CH:18][N:19]([CH3:21])[CH3:20])=[N:3][C:4](=[O:15])[N:5]([CH:9]2[CH2:13][CH2:12][CH:11]([OH:14])[CH2:10]2)[CH:6]=1. The catalyst class is: 9. (3) Reactant: [C:1]1([C:17]2[C:22]([C:23]3[CH:28]=[CH:27][CH:26]=[CH:25][CH:24]=3)=[CH:21][C:20]([OH:29])=[CH:19][CH:18]=2)[C:14]2[C:15]3=[C:16]4[C:11](=[CH:12][CH:13]=2)[CH:10]=[CH:9][CH:8]=[C:7]4[CH:6]=[CH:5][C:4]3=[CH:3][CH:2]=1.N1C=CC=CC=1.[F:36][C:37]([F:50])([F:49])[S:38](O[S:38]([C:37]([F:50])([F:49])[F:36])(=[O:40])=[O:39])(=[O:40])=[O:39]. Product: [F:36][C:37]([F:50])([F:49])[S:38]([O:29][C:20]1[CH:21]=[C:22]([C:23]2[CH:28]=[CH:27][CH:26]=[CH:25][CH:24]=2)[C:17]([C:1]2[C:14]3[C:15]4=[C:16]5[C:11](=[CH:12][CH:13]=3)[CH:10]=[CH:9][CH:8]=[C:7]5[CH:6]=[CH:5][C:4]4=[CH:3][CH:2]=2)=[CH:18][CH:19]=1)(=[O:40])=[O:39]. The catalyst class is: 4. (4) Reactant: [OH:1][C:2]1[CH:11]=[CH:10][C:9]([N+:12]([O-:14])=[O:13])=[CH:8][C:3]=1[C:4]([O:6][CH3:7])=[O:5].[F:15][C:16]1[CH:21]=[CH:20][CH:19]=[CH:18][C:17]=1[CH:22]([C:24]1[CH:29]=[CH:28][C:27]([F:30])=[CH:26][CH:25]=1)O.C1(C)C=CC=CC=1.C1(P(C2C=CC=CC=2)C2C=CC=CC=2)C=CC=CC=1. Product: [F:15][C:16]1[CH:21]=[CH:20][CH:19]=[CH:18][C:17]=1[CH:22]([C:24]1[CH:25]=[CH:26][C:27]([F:30])=[CH:28][CH:29]=1)[O:1][C:2]1[CH:11]=[CH:10][C:9]([N+:12]([O-:14])=[O:13])=[CH:8][C:3]=1[C:4]([O:6][CH3:7])=[O:5]. The catalyst class is: 3. (5) Reactant: [CH3:1][C:2]1[C:3]([CH2:9][N:10]([CH2:28][C:29]2[C:34]([CH:35]([CH3:37])[CH3:36])=[CH:33][CH:32]=[CH:31][N:30]=2)[CH2:11][CH2:12][C:13]2[N:14]=[CH:15][N:16](S(C3C=CC(C)=CC=3)(=O)=O)[CH:17]=2)=[N:4][CH:5]=[C:6]([CH3:8])[CH:7]=1.C1C=CC2N(O)N=NC=2C=1. Product: [CH3:1][C:2]1[C:3]([CH2:9][N:10]([CH2:11][CH2:12][C:13]2[N:14]=[CH:15][NH:16][CH:17]=2)[CH2:28][C:29]2[C:34]([CH:35]([CH3:37])[CH3:36])=[CH:33][CH:32]=[CH:31][N:30]=2)=[N:4][CH:5]=[C:6]([CH3:8])[CH:7]=1. The catalyst class is: 5. (6) Reactant: [Cl:1][C:2]1[N:10]=[CH:9][CH:8]=[CH:7][C:3]=1[C:4](Cl)=[O:5].[F:11][C:12]1[CH:13]=[C:14]2[C:18](=[CH:19][CH:20]=1)[NH:17][CH2:16][CH2:15]2.C(N(CC)CC)C. Product: [Cl:1][C:2]1[C:3]([C:4]([N:17]2[C:18]3[C:14](=[CH:13][C:12]([F:11])=[CH:20][CH:19]=3)[CH2:15][CH2:16]2)=[O:5])=[CH:7][CH:8]=[CH:9][N:10]=1. The catalyst class is: 23. (7) Reactant: [CH:1]([C:3]1[N:4]=[N:5][NH:6][C:7]=1[C:8]1[CH:9]=[C:10]2[C:15](=[CH:16][C:17]=1[O:18][CH:19]1[CH2:24][CH2:23][N:22]([C:25]([O:27][C:28]([CH3:31])([CH3:30])[CH3:29])=[O:26])[CH2:21][CH2:20]1)[N:14]=[C:13]([NH:32][C:33]1[CH:38]=[CH:37][CH:36]=[C:35]([C:39]3[O:43][CH:42]=[N:41][CH:40]=3)[CH:34]=1)[N:12]=[CH:11]2)=[O:2].[BH-](OC(C)=O)(OC(C)=O)OC(C)=O.[Na+]. Product: [OH:2][CH2:1][C:3]1[N:4]=[N:5][NH:6][C:7]=1[C:8]1[CH:9]=[C:10]2[C:15](=[CH:16][C:17]=1[O:18][CH:19]1[CH2:24][CH2:23][N:22]([C:25]([O:27][C:28]([CH3:30])([CH3:31])[CH3:29])=[O:26])[CH2:21][CH2:20]1)[N:14]=[C:13]([NH:32][C:33]1[CH:38]=[CH:37][CH:36]=[C:35]([C:39]3[O:43][CH:42]=[N:41][CH:40]=3)[CH:34]=1)[N:12]=[CH:11]2. The catalyst class is: 5.